Task: Regression. Given two drug SMILES strings and cell line genomic features, predict the synergy score measuring deviation from expected non-interaction effect.. Dataset: NCI-60 drug combinations with 297,098 pairs across 59 cell lines (1) Drug 1: C1C(C(OC1N2C=C(C(=O)NC2=O)F)CO)O. Drug 2: C(CC(=O)O)C(=O)CN.Cl. Cell line: 786-0. Synergy scores: CSS=24.1, Synergy_ZIP=-7.92, Synergy_Bliss=-0.369, Synergy_Loewe=-6.85, Synergy_HSA=0.130. (2) Drug 1: CCC1=CC2CC(C3=C(CN(C2)C1)C4=CC=CC=C4N3)(C5=C(C=C6C(=C5)C78CCN9C7C(C=CC9)(C(C(C8N6C)(C(=O)OC)O)OC(=O)C)CC)OC)C(=O)OC.C(C(C(=O)O)O)(C(=O)O)O. Drug 2: C1=CN(C=N1)CC(O)(P(=O)(O)O)P(=O)(O)O. Cell line: MOLT-4. Synergy scores: CSS=57.4, Synergy_ZIP=-4.13, Synergy_Bliss=-7.91, Synergy_Loewe=-42.2, Synergy_HSA=-7.33. (3) Drug 1: CC12CCC(CC1=CCC3C2CCC4(C3CC=C4C5=CN=CC=C5)C)O. Drug 2: CC12CCC3C(C1CCC2OP(=O)(O)O)CCC4=C3C=CC(=C4)OC(=O)N(CCCl)CCCl.[Na+]. Cell line: NCI-H460. Synergy scores: CSS=0.903, Synergy_ZIP=-0.741, Synergy_Bliss=-1.36, Synergy_Loewe=-2.39, Synergy_HSA=-2.32. (4) Cell line: SK-MEL-28. Drug 1: CNC(=O)C1=CC=CC=C1SC2=CC3=C(C=C2)C(=NN3)C=CC4=CC=CC=N4. Drug 2: C1=NC2=C(N=C(N=C2N1C3C(C(C(O3)CO)O)O)F)N. Synergy scores: CSS=-7.23, Synergy_ZIP=-1.97, Synergy_Bliss=-10.1, Synergy_Loewe=-14.4, Synergy_HSA=-13.3.